This data is from Forward reaction prediction with 1.9M reactions from USPTO patents (1976-2016). The task is: Predict the product of the given reaction. The product is: [CH:25]([N:24]=[C:12]=[N:16][CH:15]([CH3:14])[CH3:17])([CH3:30])[CH3:26]. Given the reactants NC(C([C:12]1S[C:14]2C=CC=[CH:17][C:15]=2[N:16]=1)=O)CCCNC(N)=N.C([N:24]1CC(O)[CH2:26][CH:25]1[C:30](O)=O)(=O)C, predict the reaction product.